Predict the reactants needed to synthesize the given product. From a dataset of Full USPTO retrosynthesis dataset with 1.9M reactions from patents (1976-2016). Given the product [N+:8]([C:5]1[CH:6]=[CH:7][C:2]([N:33]2[CH:12]=[C:11]([C:13]3[CH:18]=[CH:17][CH:16]=[CH:15][N:14]=3)[N:35]=[N:34]2)=[CH:3][CH:4]=1)([O-:10])=[O:9], predict the reactants needed to synthesize it. The reactants are: I[C:2]1[CH:7]=[CH:6][C:5]([N+:8]([O-:10])=[O:9])=[CH:4][CH:3]=1.[C:11]([C:13]1[CH:18]=[CH:17][CH:16]=[CH:15][N:14]=1)#[CH:12].N1CCC[C@H]1C(O)=O.C([O-])([O-])=O.[Na+].[Na+].[N-:33]=[N+:34]=[N-:35].[Na+].[Na].O=C1O[C@H]([C@H](CO)O)C([O-])=C1O.